From a dataset of Full USPTO retrosynthesis dataset with 1.9M reactions from patents (1976-2016). Predict the reactants needed to synthesize the given product. (1) Given the product [CH2:16]([O:15][C:6]1[CH:7]=[C:8]([C:11]([F:12])([F:13])[F:14])[CH:9]=[CH:10][C:5]=1[C:4]([OH:18])=[O:3])[CH3:17], predict the reactants needed to synthesize it. The reactants are: C([O:3][C:4](=[O:18])[C:5]1[CH:10]=[CH:9][C:8]([C:11]([F:14])([F:13])[F:12])=[CH:7][C:6]=1[O:15][CH2:16][CH3:17])C.[Li+].[OH-]. (2) Given the product [CH:13]1[C:14]2[C:19](=[CH:18][CH:17]=[CH:16][CH:15]=2)[CH:20]=[C:11]([N:9]2[CH:10]=[C:6]([CH2:4][OH:3])[N:7]=[CH:8]2)[N:12]=1, predict the reactants needed to synthesize it. The reactants are: C([O:3][C:4]([C:6]1[N:7]=[CH:8][N:9]([C:11]2[N:12]=[CH:13][C:14]3[C:19]([CH:20]=2)=[CH:18][CH:17]=[CH:16][CH:15]=3)[CH:10]=1)=O)C.[H-].[Al+3].[Li+].[H-].[H-].[H-]. (3) Given the product [F:1][C:2]1[CH:7]=[CH:6][CH:5]=[C:4]([F:8])[C:3]=1[C:9]1[C:10](=[O:11])[O:12][CH:13]([CH3:14])[C:15]=1[C:16]1[CH:21]=[CH:20][CH:19]=[CH:18][CH:17]=1, predict the reactants needed to synthesize it. The reactants are: [F:1][C:2]1[CH:7]=[CH:6][CH:5]=[C:4]([F:8])[C:3]=1[CH2:9][C:10]([O:12][CH:13]([C:15](=O)[C:16]1[CH:21]=[CH:20][CH:19]=[CH:18][CH:17]=1)[CH3:14])=[O:11].C(=O)([O-])[O-].[K+].[K+].Cl.O. (4) Given the product [CH2:1]=[CH:2][CH2:3][CH2:4][CH2:5][CH3:6].[CH2:31]=[CH:22][CH2:23][CH2:24][CH2:25][CH2:26][CH2:27][CH3:28], predict the reactants needed to synthesize it. The reactants are: [CH2:1]=[CH:2][CH2:3][CH2:4][CH2:5][CH2:6]CC.C=CCCCC.CCCC(C)C.F[C:22]1[C:31](F)=C(F)C2[C:24](=[C:25](F)[C:26](F)=[C:27](F)[C:28]=2F)[C:23]=1[B-]([C:23]1[C:22]2[C:27](=[C:28](F)C(F)=C(F)[C:31]=2F)[C:26](F)=[C:25](F)[C:24]=1F)([C:23]1[C:22]2[C:27](=[C:28](F)C(F)=C(F)[C:31]=2F)[C:26](F)=[C:25](F)[C:24]=1F)[C:23]1[C:22]2[C:27](=[C:28](F)C(F)=C(F)[C:31]=2F)[C:26](F)=[C:25](F)[C:24]=1F.C[NH+](C)C1C=CC=CC=1. (5) Given the product [Cl:1][C:2]1[C:3]2[N:4]([C:22]([CH2:23][C:24]([CH3:27])([CH3:26])[CH3:25])=[N:21][N:20]=2)[N:5]=[CH:6][C:7]=1[N:8]1[CH2:13][CH2:12][N:11]([C:14]2[N:19]=[CH:18][CH:17]=[CH:16][N:15]=2)[CH2:10][CH2:9]1, predict the reactants needed to synthesize it. The reactants are: [Cl:1][C:2]1[C:7]([N:8]2[CH2:13][CH2:12][N:11]([C:14]3[N:19]=[CH:18][CH:17]=[CH:16][N:15]=3)[CH2:10][CH2:9]2)=[CH:6][N:5]=[N:4][C:3]=1[NH:20][NH:21][C:22](=O)[CH2:23][C:24]([CH3:27])([CH3:26])[CH3:25].P(Cl)(Cl)(Cl)=O.